From a dataset of Reaction yield outcomes from USPTO patents with 853,638 reactions. Predict the reaction yield, written as a fraction of the theoretical maximum amount of product (1.0 means a 100% yield; for example, 0.34 means a 34% yield). (1) The catalyst is C(OCC)(=O)C.[Pd]. The reactants are [C:1]([Si:5]([CH3:18])([CH3:17])[O:6][C:7]1[CH:12]=[CH:11][C:10]([N+:13]([O-])=O)=[CH:9][C:8]=1[CH3:16])([CH3:4])([CH3:3])[CH3:2].[H][H]. The product is [Si:5]([O:6][C:7]1[CH:12]=[CH:11][C:10]([NH2:13])=[CH:9][C:8]=1[CH3:16])([C:1]([CH3:4])([CH3:3])[CH3:2])([CH3:17])[CH3:18]. The yield is 0.930. (2) The reactants are [CH3:1]C(C)([O-])C.[K+].[CH3:7][O:8][C:9](=[O:18])[C:10]1[CH:15]=[CH:14][C:13]([CH:16]=O)=[CH:12][CH:11]=1.CCCCCC. The catalyst is [Br-].C[P+](C1C=CC=CC=1)(C1C=CC=CC=1)C1C=CC=CC=1.C1COCC1. The product is [CH:16]([C:13]1[CH:14]=[CH:15][C:10]([C:9]([O:8][CH3:7])=[O:18])=[CH:11][CH:12]=1)=[CH2:1]. The yield is 0.762. (3) The reactants are COC1C=C2C(=CC=1OC)C(=O)CCC2.[N:16]1C=CC=CC=1.[N+:22]([C:25]1[CH:47]=[CH:46][C:28]([CH2:29][O:30]/[N:31]=[C:32]2\[CH2:33][CH2:34][CH2:35][C:36]3[C:41]\2=[CH:40][C:39]([O:42][CH3:43])=[C:38]([O:44][CH3:45])[CH:37]=3)=[CH:27][CH:26]=1)([O-])=[O:23].C(OCC)(=O)C.CCCCCC. The catalyst is C(O)C. The product is [N:22]1[O:23][N:16]=[C:47]2[CH:46]=[C:28]([CH2:29][O:30]/[N:31]=[C:32]3\[CH2:33][CH2:34][CH2:35][C:36]4[C:41]\3=[CH:40][C:39]([O:42][CH3:43])=[C:38]([O:44][CH3:45])[CH:37]=4)[CH:27]=[CH:26][C:25]=12. The yield is 0.880. (4) The reactants are [CH2:1]([N:4]([CH2:26][CH2:27][CH3:28])[C:5]1[C:6]([C:19]2[CH:24]=[CH:23][C:22]([F:25])=[CH:21][CH:20]=2)=[N:7][C:8]2[C:13]([N:14]=1)=[CH:12][C:11]([C:15]([O:17]C)=[O:16])=[CH:10][CH:9]=2)[CH2:2][CH3:3].[OH-].[Na+]. The catalyst is CO.O. The product is [CH2:26]([N:4]([CH2:1][CH2:2][CH3:3])[C:5]1[C:6]([C:19]2[CH:20]=[CH:21][C:22]([F:25])=[CH:23][CH:24]=2)=[N:7][C:8]2[C:13]([N:14]=1)=[CH:12][C:11]([C:15]([OH:17])=[O:16])=[CH:10][CH:9]=2)[CH2:27][CH3:28]. The yield is 0.460. (5) The reactants are Br[C:2]1[CH:3]=[C:4]([C:15]([NH:17][C:18]2[CH:23]=[CH:22][C:21]([O:24][C:25]3[C:34]4[C:29](=[CH:30][C:31]([O:37][CH3:38])=[C:32]([O:35][CH3:36])[CH:33]=4)[N:28]=[CH:27][CH:26]=3)=[C:20]([F:39])[CH:19]=2)=[O:16])[C:5](=[O:14])[N:6]([C:8]2[CH:13]=[CH:12][CH:11]=[CH:10][CH:9]=2)[CH:7]=1.C(=O)([O-])[O-].[K+].[K+].[C:46]1(B(O)O)[CH:51]=[CH:50][CH:49]=[CH:48][CH:47]=1. The catalyst is CN(C=O)C.O.C(OCC)(=O)C.C1C=CC(P(C2C=CC=CC=2)[C-]2C=CC=C2)=CC=1.C1C=CC(P(C2C=CC=CC=2)[C-]2C=CC=C2)=CC=1.Cl[Pd]Cl.[Fe+2]. The product is [CH3:36][O:35][C:32]1[CH:33]=[C:34]2[C:29](=[CH:30][C:31]=1[O:37][CH3:38])[N:28]=[CH:27][CH:26]=[C:25]2[O:24][C:21]1[CH:22]=[CH:23][C:18]([NH:17][C:15]([C:4]2[C:5](=[O:14])[N:6]([C:8]3[CH:13]=[CH:12][CH:11]=[CH:10][CH:9]=3)[CH:7]=[C:2]([C:46]3[CH:51]=[CH:50][CH:49]=[CH:48][CH:47]=3)[CH:3]=2)=[O:16])=[CH:19][C:20]=1[F:39]. The yield is 0.920. (6) The reactants are [Br:1][C:2]1[CH:10]=[CH:9][C:5]([C:6]([OH:8])=O)=[C:4]([CH3:11])[CH:3]=1.C(Cl)(C(Cl)=O)=O.[F:18][C:19]([F:28])([F:27])[C:20]1[CH:25]=[CH:24][N:23]=[C:22]([NH2:26])[CH:21]=1. The catalyst is ClCCl. The product is [Br:1][C:2]1[CH:10]=[CH:9][C:5]([C:6]([NH:26][C:22]2[CH:21]=[C:20]([C:19]([F:27])([F:18])[F:28])[CH:25]=[CH:24][N:23]=2)=[O:8])=[C:4]([CH3:11])[CH:3]=1. The yield is 0.700.